The task is: Predict the reaction yield, written as a fraction of the theoretical maximum amount of product (1.0 means a 100% yield; for example, 0.34 means a 34% yield).. This data is from Reaction yield outcomes from USPTO patents with 853,638 reactions. (1) The yield is 0.900. The catalyst is CN(C=O)C.O. The product is [CH3:14][O:15][C:16]1[CH:23]=[C:22]([O:24][CH3:25])[C:21]([C:26]2[N:27]([CH3:35])[C:28]3[C:33]([CH:34]=2)=[CH:32][CH:31]=[CH:30][CH:29]=3)=[CH:20][C:17]=1[CH:18]=[CH:2][C:1]([C:4]1[CH:5]=[CH:6][C:7]([S:10]([NH2:13])(=[O:11])=[O:12])=[CH:8][CH:9]=1)=[O:3]. The reactants are [C:1]([C:4]1[CH:9]=[CH:8][C:7]([S:10]([NH2:13])(=[O:12])=[O:11])=[CH:6][CH:5]=1)(=[O:3])[CH3:2].[CH3:14][O:15][C:16]1[CH:23]=[C:22]([O:24][CH3:25])[C:21]([C:26]2[N:27]([CH3:35])[C:28]3[C:33]([CH:34]=2)=[CH:32][CH:31]=[CH:30][CH:29]=3)=[CH:20][C:17]=1[CH:18]=O.C[O-].[Li+].Cl. (2) The reactants are [C:1]([CH2:4][CH2:5][NH:6][C:7]1[CH:12]=[CH:11][C:10](C2C=C(C3C=CC(C(OCC)=O)=CC=3)C=CC=2O)=[CH:9][C:8]=1[C:31]([CH3:34])([CH3:33])[CH3:32])(=[O:3])[CH3:2].C(N(CC)CC)C.S(OS(C(F)(F)F)(=O)=O)(C(F)(F)F)(=O)=O.C(CCNC1C=CC([C:69]2[CH:70]=[C:71]([C:83]3[CH:88]=[CH:87][C:86]([C:89]([O:91][CH2:92][CH3:93])=[O:90])=[CH:85][CH:84]=3)[CH:72]=[CH:73][C:74]=2[O:75][S:76]([C:79]([F:82])([F:81])[F:80])(=[O:78])=[O:77])=CC=1C(C)(C)C)(=O)C. The catalyst is CN(C)C1C=CN=CC=1. The product is [C:1]([CH2:4][CH2:5][NH:6][C:7]1[CH:12]=[CH:11][C:10]([C:85]2[CH:84]=[C:83]([C:71]3[CH:72]=[CH:73][C:74]([O:75][S:76]([C:79]([F:80])([F:81])[F:82])(=[O:78])=[O:77])=[CH:69][CH:70]=3)[CH:88]=[CH:87][C:86]=2[C:89]([O:91][CH2:92][CH3:93])=[O:90])=[CH:9][C:8]=1[C:31]([CH3:34])([CH3:33])[CH3:32])(=[O:3])[CH3:2]. The yield is 0.280. (3) The reactants are [CH:1]1([C:6]([OH:32])([CH2:17][CH2:18][C:19]2[CH:24]=[C:23]([CH2:25][CH3:26])[C:22]([OH:27])=[CH:21][C:20]=2[O:28][CH2:29][CH2:30][CH3:31])[CH2:7][C:8]2[O:13]C(C)(C)O[C:10](=[O:16])[CH:9]=2)[CH2:5][CH2:4][CH2:3][CH2:2]1.C(=O)([O-])[O-].[K+].[K+]. The catalyst is CO. The product is [CH:1]1([C:6]2([CH2:17][CH2:18][C:19]3[CH:24]=[C:23]([CH2:25][CH3:26])[C:22]([OH:27])=[CH:21][C:20]=3[O:28][CH2:29][CH2:30][CH3:31])[O:32][C:10](=[O:16])[CH2:9][C:8](=[O:13])[CH2:7]2)[CH2:2][CH2:3][CH2:4][CH2:5]1. The yield is 0.720. (4) The reactants are C([O:3][C:4]([C:6]1[C:7]([C:12]2[CH:17]=[C:16]([I:18])[CH:15]=[CH:14][C:13]=2[F:19])=[N:8][O:9][C:10]=1[CH3:11])=[O:5])C.[OH-].[Na+]. The catalyst is CCO. The product is [C:4]([C:6]1[C:7]([C:12]2[CH:17]=[C:16]([I:18])[CH:15]=[CH:14][C:13]=2[F:19])=[N:8][O:9][C:10]=1[CH3:11])([OH:5])=[O:3]. The yield is 0.860. (5) The reactants are CC1C=CC(S(O)(=O)=O)=CC=1.[O:12]1[CH2:16][CH2:15][C@@H:14]([NH2:17])[CH2:13]1.Cl[C:19]1[N:24]=[C:23]([C:25]([F:28])([F:27])[F:26])[C:22]([C:29]([O:31][CH3:32])=[O:30])=[CH:21][N:20]=1.CCN(C(C)C)C(C)C. The catalyst is C1COCC1. The product is [O:12]1[CH2:16][CH2:15][C@@H:14]([NH:17][C:19]2[N:24]=[C:23]([C:25]([F:27])([F:28])[F:26])[C:22]([C:29]([O:31][CH3:32])=[O:30])=[CH:21][N:20]=2)[CH2:13]1. The yield is 0.880. (6) The reactants are C([O:3][C:4](=O)[C:5]1[CH:10]=[CH:9][C:8]([C:11]#[N:12])=[N:7][CH:6]=1)C.[BH4-].[Na+]. The catalyst is CO. The product is [OH:3][CH2:4][C:5]1[CH:6]=[N:7][C:8]([C:11]#[N:12])=[CH:9][CH:10]=1. The yield is 0.340. (7) The reactants are [S:1]1[C:5]2[CH:6]=[CH:7][CH:8]=[CH:9][C:4]=2[N:3]=[C:2]1[NH:10][C@H:11]1[CH2:14][C@H:13]([NH:15][C:16]2[C:21]([NH2:22])=[CH:20][CH:19]=[CH:18][N:17]=2)[CH2:12]1.[F:23][C:24]([F:35])([F:34])[C:25](O[C:25](=O)[C:24]([F:35])([F:34])[F:23])=O.C(O)(=O)C. The catalyst is ClCCl. The product is [F:23][C:24]([F:35])([F:34])[C:25]1[N:15]([C@H:13]2[CH2:12][C@H:11]([NH:10][C:2]3[S:1][C:5]4[CH:6]=[CH:7][CH:8]=[CH:9][C:4]=4[N:3]=3)[CH2:14]2)[C:16]2=[N:17][CH:18]=[CH:19][CH:20]=[C:21]2[N:22]=1. The yield is 0.397. (8) The reactants are [Br:1][C:2]1[CH:3]=[C:4]2[C@:11]3([C:15](=[O:16])[N:14]([CH2:17][CH2:18][CH3:19])[C:13](SCCC)=[N:12]3)[CH2:10][C@H:9]([C:24]3[CH:29]=[CH:28][CH:27]=[CH:26][CH:25]=3)[O:8][C:5]2=[CH:6][CH:7]=1.[NH4+:30].[I-]. The catalyst is N.CCO. The product is [NH2:30][C:13]1[N:14]([CH2:17][CH2:18][CH3:19])[C:15](=[O:16])[C@:11]2([C:4]3[C:5](=[CH:6][CH:7]=[C:2]([Br:1])[CH:3]=3)[O:8][C@@H:9]([C:24]3[CH:29]=[CH:28][CH:27]=[CH:26][CH:25]=3)[CH2:10]2)[N:12]=1. The yield is 0.230. (9) The reactants are [OH:1][C:2]1[CH:11]=[CH:10][CH:9]=[CH:8][C:3]=1[C:4]([NH:6][NH2:7])=[O:5].[F:12][C:13]([F:25])([F:24])[C:14](=O)[CH2:15][C:16]([C:18]1[O:19][CH:20]=[CH:21][CH:22]=1)=[O:17].C(O)C. The catalyst is C(Cl)Cl. The product is [OH:1][C:2]1[CH:11]=[CH:10][CH:9]=[CH:8][C:3]=1[C:4]([NH:6][N:7]=[C:14]([CH2:15][C:16]([C:18]1[O:19][CH:20]=[CH:21][CH:22]=1)=[O:17])[C:13]([F:12])([F:25])[F:24])=[O:5]. The yield is 0.0700. (10) The reactants are [CH3:1][C:2]([C:4]1[CH:9]=[C:8]([O:10][CH3:11])[C:7]([OH:12])=[C:6]([O:13][CH3:14])[CH:5]=1)=[O:3].C([O-])([O-])=O.[K+].[K+].C(N(CC)CC)C.[C:28](Cl)(=[O:30])[CH3:29]. The catalyst is ClCCl.O. The product is [C:28]([O:12][C:7]1[C:6]([O:13][CH3:14])=[CH:5][C:4]([C:2](=[O:3])[CH3:1])=[CH:9][C:8]=1[O:10][CH3:11])(=[O:30])[CH3:29]. The yield is 0.990.